This data is from Reaction yield outcomes from USPTO patents with 853,638 reactions. The task is: Predict the reaction yield, written as a fraction of the theoretical maximum amount of product (1.0 means a 100% yield; for example, 0.34 means a 34% yield). (1) The reactants are [C:1]12([CH2:8][OH:9])[CH2:7][CH:6]1[CH2:5][CH2:4][CH2:3][CH2:2]2.[Cl:10][C:11]1[C:12](F)=[CH:13][C:14]([F:24])=[C:15]([CH:23]=1)[C:16]([O:18][C:19]([CH3:22])([CH3:21])[CH3:20])=[O:17].C(=O)([O-])[O-].[Cs+].[Cs+]. The catalyst is CS(C)=O. The product is [C:1]12([CH2:8][O:9][C:12]3[C:11]([Cl:10])=[CH:23][C:15]([C:16]([O:18][C:19]([CH3:20])([CH3:21])[CH3:22])=[O:17])=[C:14]([F:24])[CH:13]=3)[CH2:7][CH:6]1[CH2:5][CH2:4][CH2:3][CH2:2]2. The yield is 0.540. (2) The reactants are [Br:1][C:2]1[CH:3]=[C:4](F)[C:5]([N+:13]([O-:15])=[O:14])=[C:6]([N:8]2[CH:12]=[CH:11][CH:10]=[N:9]2)[CH:7]=1.[NH3:17]. The yield is 0.860. The product is [Br:1][C:2]1[CH:7]=[C:6]([N:8]2[CH:12]=[CH:11][CH:10]=[N:9]2)[C:5]([N+:13]([O-:15])=[O:14])=[C:4]([NH2:17])[CH:3]=1. The catalyst is C(O)C.CO. (3) The reactants are CP(C)C.N(C(N1CCCCC1)=O)=NC(N1CCCCC1)=O.[I:23]C.O[CH2:26][CH:27]([NH:38][C:39](=[O:45])[O:40][C:41]([CH3:44])([CH3:43])[CH3:42])[CH2:28][CH2:29][CH2:30][CH2:31][CH2:32][CH2:33][CH2:34][CH2:35][CH2:36][CH3:37]. The catalyst is C1COCC1. The product is [I:23][CH2:26][CH:27]([NH:38][C:39](=[O:45])[O:40][C:41]([CH3:44])([CH3:43])[CH3:42])[CH2:28][CH2:29][CH2:30][CH2:31][CH2:32][CH2:33][CH2:34][CH2:35][CH2:36][CH3:37]. The yield is 0.640. (4) The reactants are B(Br)(Br)Br.[CH2:5]([C:7]1([CH2:62][CH3:63])[C:19]2[CH:18]=[C:17]([C:20]3[CH:25]=[CH:24][C:23]([C:26]4[CH:31]=[CH:30][C:29]([O:32]CCCCCCCC)=[CH:28][CH:27]=4)=[CH:22][CH:21]=3)[CH:16]=[CH:15][C:14]=2[C:13]2[C:8]1=[CH:9][C:10]([C:41]1[CH:46]=[CH:45][C:44]([C:47]3[CH:52]=[CH:51][C:50]([O:53]CCCCCCCC)=[CH:49][CH:48]=3)=[CH:43][CH:42]=1)=[CH:11][CH:12]=2)[CH3:6]. The catalyst is C(Cl)Cl. The product is [CH2:62]([C:7]1([CH2:5][CH3:6])[C:8]2[CH:9]=[C:10]([C:41]3[CH:42]=[CH:43][C:44]([C:47]4[CH:52]=[CH:51][C:50]([OH:53])=[CH:49][CH:48]=4)=[CH:45][CH:46]=3)[CH:11]=[CH:12][C:13]=2[C:14]2[C:19]1=[CH:18][C:17]([C:20]1[CH:25]=[CH:24][C:23]([C:26]3[CH:31]=[CH:30][C:29]([OH:32])=[CH:28][CH:27]=3)=[CH:22][CH:21]=1)=[CH:16][CH:15]=2)[CH3:63]. The yield is 0.400.